From a dataset of Full USPTO retrosynthesis dataset with 1.9M reactions from patents (1976-2016). Predict the reactants needed to synthesize the given product. (1) Given the product [Br:1][C:2]1[CH:8]=[C:7]2[C:5](=[CH:4][C:3]=1[OH:9])[O:6][C:11]([CH3:16])([CH3:10])[CH2:12][C:13]2=[O:14], predict the reactants needed to synthesize it. The reactants are: [Br:1][C:2]1[CH:8]=[CH:7][C:5]([OH:6])=[CH:4][C:3]=1[OH:9].[CH3:10][C:11]([CH3:16])=[CH:12][C:13](O)=[O:14]. (2) Given the product [C:1]([N:8]1[CH2:12][CH2:11][CH2:10][C@H:9]1[CH2:13][C:15]#[N:16])([O:3][C:4]([CH3:7])([CH3:6])[CH3:5])=[O:2], predict the reactants needed to synthesize it. The reactants are: [C:1]([N:8]1[CH2:12][CH2:11][CH2:10][CH:9]1[CH2:13]O)([O:3][C:4]([CH3:7])([CH3:6])[CH3:5])=[O:2].[C-:15]#[N:16].[Na+].CCOC(C)=O. (3) The reactants are: [NH2:1][C:2]1[CH:3]=[C:4]([OH:8])[CH:5]=[CH:6][CH:7]=1.N1C=CN=C1.[CH3:14][C:15]([Si:18](Cl)([CH3:20])[CH3:19])([CH3:17])[CH3:16]. Given the product [Si:18]([O:8][C:4]1[CH:3]=[C:2]([CH:7]=[CH:6][CH:5]=1)[NH2:1])([C:15]([CH3:17])([CH3:16])[CH3:14])([CH3:20])[CH3:19], predict the reactants needed to synthesize it. (4) Given the product [Br:1][C:2]1[CH:8]=[C:7]([O:9][CH3:10])[C:6]([Cl:11])=[CH:5][C:3]=1[NH:4][C:19](=[O:21])[CH3:20], predict the reactants needed to synthesize it. The reactants are: [Br:1][C:2]1[CH:8]=[C:7]([O:9][CH3:10])[C:6]([Cl:11])=[CH:5][C:3]=1[NH2:4].C(N(CC)CC)C.[C:19](Cl)(=[O:21])[CH3:20].C([O-])(O)=O.[Na+]. (5) Given the product [CH2:1]([NH:8][C:9]([N:11]1[CH:16]2[C@H:17]([CH3:41])[N:18]([CH2:30][C:31]3[CH:32]=[CH:33][CH:34]=[C:35]4[C:40]=3[N:39]=[CH:38][CH:37]=[CH:36]4)[C:19](=[O:29])[C@H:20]([CH2:21][C:22]3[CH:23]=[CH:24][C:25]([O:28][C:52]([NH:51][CH:54]([CH2:62][CH:63]([CH3:65])[CH3:64])[C:55]([O:57][C:58]([CH3:59])([CH3:60])[CH3:61])=[O:56])=[O:53])=[CH:26][CH:27]=3)[N:15]2[C:14](=[O:42])[CH2:13][N:12]1[CH3:43])=[O:10])[C:2]1[CH:3]=[CH:4][CH:5]=[CH:6][CH:7]=1, predict the reactants needed to synthesize it. The reactants are: [CH2:1]([NH:8][C:9]([N:11]1[CH:16]2[C@H:17]([CH3:41])[N:18]([CH2:30][C:31]3[CH:32]=[CH:33][CH:34]=[C:35]4[C:40]=3[N:39]=[CH:38][CH:37]=[CH:36]4)[C:19](=[O:29])[C@H:20]([CH2:21][C:22]3[CH:27]=[CH:26][C:25]([OH:28])=[CH:24][CH:23]=3)[N:15]2[C:14](=[O:42])[CH2:13][N:12]1[CH3:43])=[O:10])[C:2]1[CH:7]=[CH:6][CH:5]=[CH:4][CH:3]=1.C(N(CC)CC)C.[N:51]([CH:54]([CH2:62][CH:63]([CH3:65])[CH3:64])[C:55]([O:57][C:58]([CH3:61])([CH3:60])[CH3:59])=[O:56])=[C:52]=[O:53]. (6) Given the product [CH3:12][C:10]1([CH3:11])[C:13]([CH3:15])([CH3:14])[O:16][B:8]([C:3]2[CH:4]=[CH:5][CH:6]=[CH:7][C:2]=2[NH:1][C:33]([C:22]2[N:23]([CH2:25][O:26][CH2:27][CH2:28][Si:29]([CH3:32])([CH3:31])[CH3:30])[CH:24]=[C:20]([C:18]#[N:19])[N:21]=2)=[O:34])[O:9]1, predict the reactants needed to synthesize it. The reactants are: [NH2:1][C:2]1[CH:7]=[CH:6][CH:5]=[CH:4][C:3]=1[B:8]1[O:16][C:13]([CH3:15])([CH3:14])[C:10]([CH3:12])([CH3:11])[O:9]1.[K+].[C:18]([C:20]1[N:21]=[C:22]([C:33]([O-])=[O:34])[N:23]([CH2:25][O:26][CH2:27][CH2:28][Si:29]([CH3:32])([CH3:31])[CH3:30])[CH:24]=1)#[N:19].